Dataset: Forward reaction prediction with 1.9M reactions from USPTO patents (1976-2016). Task: Predict the product of the given reaction. (1) The product is: [OH:11][C:10]1[CH:9]=[C:8]2[C:7](=[CH:6][C:5]=1[CH3:12])[C:10](=[O:11])[CH2:9][CH2:8]2. Given the reactants [Cl-].[Al+3].[Cl-].[Cl-].[C:5]1([CH3:12])[C:10]([OH:11])=[CH:9][CH:8]=[CH:7][CH:6]=1.S(=O)(=O)(O)O, predict the reaction product. (2) The product is: [OH:1][CH2:2][CH2:3][N:4]1[CH2:9][CH2:8][N:7]([C:11]2[N:16]=[C:15]([CH3:17])[N:14]=[C:13]([NH:18][C:19]3[S:20][C:21]([C:24]([O:26][CH3:27])=[O:25])=[CH:22][N:23]=3)[CH:12]=2)[CH2:6][CH2:5]1. Given the reactants [OH:1][CH2:2][CH2:3][N:4]1[CH2:9][CH2:8][NH:7][CH2:6][CH2:5]1.Br[C:11]1[N:16]=[C:15]([CH3:17])[N:14]=[C:13]([NH:18][C:19]2[S:20][C:21]([C:24]([O:26][CH3:27])=[O:25])=[CH:22][N:23]=2)[CH:12]=1.CCN(C(C)C)C(C)C, predict the reaction product. (3) Given the reactants [H-].[Na+].[Br:3][C:4]1[CH:5]=[C:6]([C:10]23[CH2:17][CH:16]([OH:18])[CH2:15][CH:14]2[CH2:13][O:12][N:11]3[CH2:19][C:20]2[CH:25]=[CH:24][C:23]([O:26][CH3:27])=[CH:22][C:21]=2[O:28][CH3:29])[CH:7]=[CH:8][CH:9]=1.[CH3:30]I, predict the reaction product. The product is: [Br:3][C:4]1[CH:5]=[C:6]([C:10]23[CH2:17][CH:16]([O:18][CH3:30])[CH2:15][CH:14]2[CH2:13][O:12][N:11]3[CH2:19][C:20]2[CH:25]=[CH:24][C:23]([O:26][CH3:27])=[CH:22][C:21]=2[O:28][CH3:29])[CH:7]=[CH:8][CH:9]=1. (4) Given the reactants [Br:1][C:2]1[N:7]=[C:6]2[N:8]([CH2:12][C:13]3[CH:18]=[CH:17][C:16]([C:19]([OH:21])=[O:20])=[CH:15][C:14]=3[Cl:22])[C:9]([CH3:11])=[N:10][C:5]2=[CH:4][CH:3]=1.[C:23](Cl)(=O)[C:24](Cl)=O.CN(C)C=O, predict the reaction product. The product is: [Br:1][C:2]1[N:7]=[C:6]2[N:8]([CH2:12][C:13]3[CH:18]=[CH:17][C:16]([C:19]([O:21][CH:24]4[CH2:23][CH2:5][CH2:4][CH2:3][CH2:2]4)=[O:20])=[CH:15][C:14]=3[Cl:22])[C:9]([CH3:11])=[N:10][C:5]2=[CH:4][CH:3]=1. (5) Given the reactants [CH2:1]([N:8]1[CH2:13][C:12](=[O:14])[N:11]([CH2:15][C:16]#[CH:17])[C:10](=[O:18])[CH2:9]1)[C:2]1[CH:7]=[CH:6][CH:5]=[CH:4][CH:3]=1.Br[C:20]1[C:21]([NH:28][CH2:29][C:30]([CH3:33])([CH3:32])[CH3:31])=[N:22][C:23]([C:26]#[N:27])=[N:24][CH:25]=1.C(N(CC)CC)C.[Cl-].[NH4+], predict the reaction product. The product is: [CH2:1]([N:8]1[CH2:9][C:10](=[O:18])[N:11]([CH2:15][C:16]#[C:17][C:20]2[C:21]([NH:28][CH2:29][C:30]([CH3:33])([CH3:32])[CH3:31])=[N:22][C:23]([C:26]#[N:27])=[N:24][CH:25]=2)[C:12](=[O:14])[CH2:13]1)[C:2]1[CH:3]=[CH:4][CH:5]=[CH:6][CH:7]=1.